Dataset: Reaction yield outcomes from USPTO patents with 853,638 reactions. Task: Predict the reaction yield, written as a fraction of the theoretical maximum amount of product (1.0 means a 100% yield; for example, 0.34 means a 34% yield). The reactants are [CH3:1][C@@H:2]([C@@H:9]1[C@@:13]2([CH3:28])[CH2:14][CH2:15][CH2:16]/[C:17](=[CH:18]\[CH:19]=[C:20]3\[CH2:21][C@@H:22]([OH:27])[CH2:23][CH2:24][C:25]\3=[CH2:26])/[C@@H:12]2[CH2:11][CH2:10]1)[CH2:3][CH2:4][CH2:5][CH:6]([CH3:8])[CH3:7].N1C=CN=C1.Cl[Si:35]([CH2:40][CH3:41])([CH2:38][CH3:39])[CH2:36][CH3:37].[Cl-].[NH4+]. The catalyst is ClCCl. The product is [CH2:36]([Si:35]([CH2:40][CH3:41])([CH2:38][CH3:39])[O:27][CH:22]1[CH2:23][CH2:24][C@@:25]2([CH3:26])[C:20](=[CH:19][CH:18]=[C:17]3[C@@H:16]2[CH2:15][CH2:14][C@@:13]2([CH3:28])[C@H:12]3[CH2:11][CH2:10][C@@H:9]2[C@@H:2]([CH3:1])[CH2:3][CH2:4][CH2:5][CH:6]([CH3:7])[CH3:8])[CH2:21]1)[CH3:37]. The yield is 0.870.